Dataset: TCR-epitope binding with 47,182 pairs between 192 epitopes and 23,139 TCRs. Task: Binary Classification. Given a T-cell receptor sequence (or CDR3 region) and an epitope sequence, predict whether binding occurs between them. (1) Result: 1 (the TCR binds to the epitope). The epitope is ITEEVGHTDLMAAY. The TCR CDR3 sequence is CASSLASDSSYNEQFF. (2) The epitope is RLQSLQTYV. The TCR CDR3 sequence is CASSNLPGTVEAFF. Result: 0 (the TCR does not bind to the epitope). (3) The epitope is TSNQVAVLY. The TCR CDR3 sequence is CASSLWRALEQYF. Result: 0 (the TCR does not bind to the epitope). (4) The epitope is KMKDLSPRW. The TCR CDR3 sequence is CASSLGLAGAPYEQYF. Result: 1 (the TCR binds to the epitope). (5) The epitope is NLNESLIDL. The TCR CDR3 sequence is CASSLRDGSEAFF. Result: 0 (the TCR does not bind to the epitope).